Dataset: Catalyst prediction with 721,799 reactions and 888 catalyst types from USPTO. Task: Predict which catalyst facilitates the given reaction. (1) Reactant: [Br:1][C:2]1[C:16]([C:17]([OH:19])=O)=[C:6]2[N:7]=[C:8]([C:10]3[CH:15]=[CH:14][CH:13]=[CH:12][CH:11]=3)[O:9][C:5]2=[CH:4][CH:3]=1.Cl.Cl.[NH2:22][CH:23]1[CH2:30][CH:29]2[N:31]([CH3:32])[CH:25]([CH2:26][CH2:27][CH2:28]2)[CH2:24]1.Cl.C(N=C=NCCCN(C)C)C.ON1C2C=CC=CC=2N=N1.C(N(CC)CC)C. The catalyst class is: 174. Product: [CH3:32][N:31]1[CH:25]2[CH2:26][CH2:27][CH2:28][CH:29]1[CH2:30][CH:23]([NH:22][C:17]([C:16]1[C:2]([Br:1])=[CH:3][CH:4]=[C:5]3[O:9][C:8]([C:10]4[CH:11]=[CH:12][CH:13]=[CH:14][CH:15]=4)=[N:7][C:6]=13)=[O:19])[CH2:24]2. (2) Reactant: [C:1]1([C:7]2[N:12]=[C:11]([C:13]([OH:15])=[O:14])[CH:10]=[CH:9][CH:8]=2)[CH2:6][CH2:5][CH2:4][CH2:3][CH:2]=1. Product: [CH:1]1([C:7]2[N:12]=[C:11]([C:13]([OH:15])=[O:14])[CH:10]=[CH:9][CH:8]=2)[CH2:2][CH2:3][CH2:4][CH2:5][CH2:6]1. The catalyst class is: 29. (3) Reactant: [CH2:1]([NH2:8])[C:2]1[CH:7]=[CH:6][CH:5]=[CH:4][CH:3]=1.[F:9][C:10]1[CH:11]=[CH:12][C:13]([O:27][CH3:28])=[C:14]([C:16]([CH3:26])([CH3:25])[CH2:17][C:18]2([C:21]([F:24])([F:23])[F:22])[CH2:20][O:19]2)[CH:15]=1. Product: [F:24][C:21]([F:22])([F:23])[C:18]([CH2:20][NH:8][CH2:1][C:2]1[CH:7]=[CH:6][CH:5]=[CH:4][CH:3]=1)([OH:19])[CH2:17][C:16]([C:14]1[CH:15]=[C:10]([F:9])[CH:11]=[CH:12][C:13]=1[O:27][CH3:28])([CH3:26])[CH3:25]. The catalyst class is: 14. (4) Reactant: C(=O)([O-])[O-].[K+].[K+].Br[CH2:8][CH2:9][CH2:10][CH2:11][CH2:12]Br.[F:14][C:15]1[CH:20]=[CH:19][C:18]([C:21]2([NH2:28])[CH2:26][CH:25]3[CH2:27][CH:22]2[CH2:23][CH2:24]3)=[CH:17][CH:16]=1. Product: [F:14][C:15]1[CH:16]=[CH:17][C:18]([C:21]2([N:28]3[CH2:12][CH2:11][CH2:10][CH2:9][CH2:8]3)[CH2:26][CH:25]3[CH2:27][CH:22]2[CH2:23][CH2:24]3)=[CH:19][CH:20]=1. The catalyst class is: 3. (5) Reactant: C(N[C@H]1[C@@H](O)[C@H](O)[C@@H](CO)OC1O)(=O)C.C([O-])(=O)C(C)=O.[Na+].[C:23]([NH:26][C@H:27]1[C@H:36]([C@@H:37]([C@@H:39]([CH2:41][OH:42])[OH:40])[OH:38])[O:35][C:30]([OH:34])([C:31](=[O:33])[O-:32])[CH2:29][C@@H:28]1[OH:43])(=[O:25])[CH3:24]. Product: [C:23]([NH:26][C@H:27]1[C@H:36]([C@@H:37]([C@@H:39]([CH2:41][OH:42])[OH:40])[OH:38])[O:35][C:30]([OH:34])([C:31](=[O:32])[OH:33])[CH2:29][C@@H:28]1[OH:43])(=[O:25])[CH3:24]. The catalyst class is: 6. (6) Reactant: [Br:1][CH2:2][CH2:3][CH2:4][CH2:5][C:6]([O:17][CH2:18][CH3:19])([O:14][CH2:15][CH3:16])[CH2:7][CH2:8][C:9]([O:11][CH2:12][CH3:13])=[O:10].[CH2:20]([P:24]([CH2:29][CH2:30][CH2:31][CH3:32])[CH2:25][CH2:26][CH2:27][CH3:28])[CH2:21][CH2:22][CH3:23]. Product: [PH4+:24].[Br-:1].[CH2:29]([P+:24]([CH2:20][CH2:21][CH2:22][CH3:23])([CH2:25][CH2:26][CH2:27][CH3:28])[CH2:2][CH2:3][CH2:4][CH2:5][C:6]([O:17][CH2:18][CH3:19])([O:14][CH2:15][CH3:16])[CH2:7][CH2:8][C:9]([O:11][CH2:12][CH3:13])=[O:10])[CH2:30][CH2:31][CH3:32]. The catalyst class is: 10. (7) Reactant: [O:1]=[C:2]1[C:10]2[C:5](=[CH:6][CH:7]=[CH:8][CH:9]=2)[C:4](=[O:11])[N:3]1[CH:12]1[CH2:17][CH2:16][C:15]([CH3:21])([C:18](O)=[O:19])[CH2:14][CH2:13]1.C(Cl)(=O)C([Cl:25])=O.CN(C=O)C. Product: [O:1]=[C:2]1[C:10]2[C:5](=[CH:6][CH:7]=[CH:8][CH:9]=2)[C:4](=[O:11])[N:3]1[CH:12]1[CH2:17][CH2:16][C:15]([CH3:21])([C:18]([Cl:25])=[O:19])[CH2:14][CH2:13]1. The catalyst class is: 2.